This data is from Reaction yield outcomes from USPTO patents with 853,638 reactions. The task is: Predict the reaction yield, written as a fraction of the theoretical maximum amount of product (1.0 means a 100% yield; for example, 0.34 means a 34% yield). (1) The reactants are Cl.[CH:2]1[C:3]2[N:4]([CH:11]=[CH:12][CH:13]=2)[CH:5]=[C:6]([C:8]([OH:10])=O)[N:7]=1.Cl.Cl.[N:16]12[CH2:23][C@H:20]([CH2:21][CH2:22]1)[CH2:19][C@@H:18]([NH2:24])[CH2:17]2. No catalyst specified. The product is [N:16]12[CH2:23][C@H:20]([CH2:21][CH2:22]1)[CH2:19][C@@H:18]([NH:24][C:8]([C:6]1[N:7]=[CH:2][C:3]3[N:4]([CH:11]=[CH:12][CH:13]=3)[CH:5]=1)=[O:10])[CH2:17]2. The yield is 0.830. (2) The reactants are COC([C:12]1[CH:17]=[CH:16]C=C[C:13]=1[C:18]#[C:19][C:20]1[CH:25]=[CH:24][CH:23]=[CH:22][CH:21]=1)C#CC1C=CC=CC=1.CC(N=NC(C#N)(C)C)(C#N)C.[CH3:38][CH2:39][CH2:40][CH2:41][SnH]([CH2:38][CH2:39][CH2:40][CH3:41])[CH2:38][CH2:39][CH2:40][CH3:41].Cl.[C:52]1([CH3:58])[CH:57]=[CH:56][CH:55]=[CH:54][CH:53]=1. The catalyst is C(Cl)Cl. The product is [C:52]1([CH:58]2[C:38]3[C:19](=[CH:18][CH:13]=[C:12]4[CH:17]=[CH:16][CH:41]=[CH:40][C:39]4=3)[C:20]3[C:25]2=[CH:24][CH:23]=[CH:22][CH:21]=3)[CH:57]=[CH:56][CH:55]=[CH:54][CH:53]=1. The yield is 0.860. (3) The reactants are Cl.Cl.[NH:3]1[CH2:8]CNCC1.C([N:11]([CH2:14][CH3:15])[CH2:12][CH3:13])C.[C:16]([O:23]C([O-])=O)([O:18][C:19]([CH3:22])([CH3:21])[CH3:20])=O.[OH-:27].[Na+].Cl.[CH3:30]O. The catalyst is O. The product is [C:19]([O:18][C:16]([N:11]1[CH2:12][C@H:13]([CH2:30][OH:27])[NH:3][CH2:8][C@H:14]1[CH3:15])=[O:23])([CH3:20])([CH3:21])[CH3:22]. The yield is 0.750. (4) The reactants are [I:1][C:2]1[CH:3]=[C:4]2[C:9](=[CH:10][CH:11]=1)[C:8](=[O:12])[NH:7][C:6](=[O:13])[C:5]2=[CH:14]OC.[CH3:17][N:18]1[CH2:23][CH2:22][N:21]([C:24]2[N:29]=[CH:28][C:27]([NH2:30])=[CH:26][N:25]=2)[CH2:20][CH2:19]1. The catalyst is CN(C)C=O. The product is [I:1][C:2]1[CH:3]=[C:4]2[C:9](=[CH:10][CH:11]=1)[C:8](=[O:12])[NH:7][C:6](=[O:13])/[C:5]/2=[CH:14]\[NH:30][C:27]1[CH:26]=[N:25][C:24]([N:21]2[CH2:22][CH2:23][N:18]([CH3:17])[CH2:19][CH2:20]2)=[N:29][CH:28]=1. The yield is 0.650. (5) The reactants are C(N1C=CN=C1)(N1C=CN=C1)=O.[CH2:13]([O:20][C:21]1[CH:29]=[C:28]([O:30][CH2:31][C:32]2[CH:37]=[CH:36][CH:35]=[CH:34][CH:33]=2)[C:27]([C:38]([CH3:40])=[CH2:39])=[CH:26][C:22]=1[C:23](O)=[O:24])[C:14]1[CH:19]=[CH:18][CH:17]=[CH:16][CH:15]=1.[CH3:41][N:42]1[CH2:47][CH2:46][N:45]([CH2:48][C:49]2[CH:50]=[C:51]3[C:55](=[CH:56][CH:57]=2)[CH2:54][NH:53][CH2:52]3)[CH2:44][CH2:43]1. The catalyst is CN(C=O)C. The product is [CH2:13]([O:20][C:21]1[CH:29]=[C:28]([O:30][CH2:31][C:32]2[CH:33]=[CH:34][CH:35]=[CH:36][CH:37]=2)[C:27]([C:38]([CH3:40])=[CH2:39])=[CH:26][C:22]=1[C:23]([N:53]1[CH2:52][C:51]2[C:55](=[CH:56][CH:57]=[C:49]([CH2:48][N:45]3[CH2:46][CH2:47][N:42]([CH3:41])[CH2:43][CH2:44]3)[CH:50]=2)[CH2:54]1)=[O:24])[C:14]1[CH:15]=[CH:16][CH:17]=[CH:18][CH:19]=1. The yield is 0.770. (6) The reactants are [F:1][C:2]([F:11])([F:10])[C:3]1[CH:8]=[CH:7][CH:6]=[CH:5][C:4]=1[OH:9].Cl[C:13](Cl)(Cl)[C:14]([CH3:17])(O)[CH3:15].[OH-:20].[Na+].CC(C)=[O:24]. No catalyst specified. The product is [CH3:15][C:14]([O:9][C:4]1[CH:5]=[CH:6][CH:7]=[CH:8][C:3]=1[C:2]([F:10])([F:11])[F:1])([CH3:17])[C:13]([OH:24])=[O:20]. The yield is 0.272.